Dataset: Peptide-MHC class I binding affinity with 185,985 pairs from IEDB/IMGT. Task: Regression. Given a peptide amino acid sequence and an MHC pseudo amino acid sequence, predict their binding affinity value. This is MHC class I binding data. (1) The peptide sequence is ATAWRTGGY. The MHC is HLA-B07:02 with pseudo-sequence HLA-B07:02. The binding affinity (normalized) is 0.0847. (2) The peptide sequence is KQNPDIVIY. The MHC is HLA-B58:01 with pseudo-sequence HLA-B58:01. The binding affinity (normalized) is 0.459. (3) The peptide sequence is KPEFCIKVL. The MHC is HLA-B07:02 with pseudo-sequence HLA-B07:02. The binding affinity (normalized) is 0.655.